Dataset: Peptide-MHC class I binding affinity with 185,985 pairs from IEDB/IMGT. Task: Regression. Given a peptide amino acid sequence and an MHC pseudo amino acid sequence, predict their binding affinity value. This is MHC class I binding data. (1) The peptide sequence is IYWLIFWRF. The MHC is HLA-A26:02 with pseudo-sequence HLA-A26:02. The binding affinity (normalized) is 0.0847. (2) The peptide sequence is NHINVLLSL. The MHC is HLA-B38:01 with pseudo-sequence HLA-B38:01. The binding affinity (normalized) is 0.656. (3) The peptide sequence is IPQKLDSWWTSL. The MHC is H-2-Ld with pseudo-sequence H-2-Ld. The binding affinity (normalized) is 0.794. (4) The peptide sequence is RALIKTLPRASYSSH. The MHC is HLA-B45:01 with pseudo-sequence HLA-B45:01. The binding affinity (normalized) is 0.00638.